From a dataset of NCI-60 drug combinations with 297,098 pairs across 59 cell lines. Regression. Given two drug SMILES strings and cell line genomic features, predict the synergy score measuring deviation from expected non-interaction effect. (1) Drug 1: COC1=NC(=NC2=C1N=CN2C3C(C(C(O3)CO)O)O)N. Drug 2: CCN(CC)CCNC(=O)C1=C(NC(=C1C)C=C2C3=C(C=CC(=C3)F)NC2=O)C. Cell line: RXF 393. Synergy scores: CSS=-17.1, Synergy_ZIP=5.21, Synergy_Bliss=-3.18, Synergy_Loewe=-10.6, Synergy_HSA=-14.7. (2) Drug 1: CCCCCOC(=O)NC1=NC(=O)N(C=C1F)C2C(C(C(O2)C)O)O. Drug 2: CC=C1C(=O)NC(C(=O)OC2CC(=O)NC(C(=O)NC(CSSCCC=C2)C(=O)N1)C(C)C)C(C)C. Cell line: MCF7. Synergy scores: CSS=28.9, Synergy_ZIP=1.27, Synergy_Bliss=1.93, Synergy_Loewe=-47.2, Synergy_HSA=1.52. (3) Drug 1: COC1=CC(=CC(=C1O)OC)C2C3C(COC3=O)C(C4=CC5=C(C=C24)OCO5)OC6C(C(C7C(O6)COC(O7)C8=CC=CS8)O)O. Drug 2: C1=CC(=CC=C1CC(C(=O)O)N)N(CCCl)CCCl.Cl. Cell line: TK-10. Synergy scores: CSS=27.5, Synergy_ZIP=0.315, Synergy_Bliss=2.11, Synergy_Loewe=-9.66, Synergy_HSA=1.50. (4) Drug 1: CC12CCC(CC1=CCC3C2CCC4(C3CC=C4C5=CN=CC=C5)C)O. Drug 2: CC12CCC3C(C1CCC2=O)CC(=C)C4=CC(=O)C=CC34C. Cell line: MDA-MB-435. Synergy scores: CSS=20.4, Synergy_ZIP=-0.116, Synergy_Bliss=2.80, Synergy_Loewe=-3.54, Synergy_HSA=2.56.